From a dataset of Forward reaction prediction with 1.9M reactions from USPTO patents (1976-2016). Predict the product of the given reaction. (1) Given the reactants [CH3:1][O:2][C:3](=[O:19])[CH:4]([NH:11][C:12]([O:14][C:15]([CH3:18])([CH3:17])[CH3:16])=[O:13])P(OC)(OC)=O.CN(C)C(=N)N(C)C.[N+:28]([C:31]1[C:32]([CH:37]=O)=[N:33][CH:34]=[CH:35][CH:36]=1)([O-:30])=[O:29], predict the reaction product. The product is: [C:15]([O:14][C:12]([NH:11][C:4](=[CH:37][C:32]1[C:31]([N+:28]([O-:30])=[O:29])=[CH:36][CH:35]=[CH:34][N:33]=1)[C:3]([O:2][CH3:1])=[O:19])=[O:13])([CH3:16])([CH3:17])[CH3:18]. (2) Given the reactants CS([C:4]1[N:9]=[CH:8][C:7]2=[CH:10][CH:11]=[C:12]([C:13]3[CH:18]=[CH:17][CH:16]=[CH:15][C:14]=3[O:19][CH3:20])[N:6]2[N:5]=1)=O.C(N(CC)C(C)C)(C)C.[N:30]1([CH:36]2[CH2:41][CH2:40][CH2:39][N:38]([C:42]3[CH:47]=[CH:46][C:45]([NH2:48])=[CH:44][CH:43]=3)[CH2:37]2)[CH2:35][CH2:34][O:33][CH2:32][CH2:31]1.COCC(O)C, predict the reaction product. The product is: [CH3:20][O:19][C:14]1[CH:15]=[CH:16][CH:17]=[CH:18][C:13]=1[C:12]1[N:6]2[C:7]([CH:8]=[N:9][C:4]([NH:48][C:45]3[CH:46]=[CH:47][C:42]([N:38]4[CH2:39][CH2:40][CH2:41][CH:36]([N:30]5[CH2:31][CH2:32][O:33][CH2:34][CH2:35]5)[CH2:37]4)=[CH:43][CH:44]=3)=[N:5]2)=[CH:10][CH:11]=1. (3) Given the reactants [Cl:1][C:2]1[CH:3]=[C:4]([NH:10][CH2:11][CH2:12][C:13]2[CH:18]=[CH:17][C:16]([C:19]([F:22])([F:21])[F:20])=[CH:15][CH:14]=2)[CH:5]=[CH:6][C:7]=1OC.C(OC([NH:30][CH:31]([C:35]1[CH:40]=[CH:39][CH:38]=[CH:37][CH:36]=1)[C:32](O)=[O:33])=O)(C)(C)C, predict the reaction product. The product is: [NH2:30][CH:31]([C:35]1[CH:40]=[CH:39][CH:38]=[CH:37][CH:36]=1)[C:32]([N:10]([C:4]1[CH:5]=[CH:6][CH:7]=[C:2]([Cl:1])[CH:3]=1)[CH2:11][CH2:12][C:13]1[CH:14]=[CH:15][C:16]([C:19]([F:20])([F:21])[F:22])=[CH:17][CH:18]=1)=[O:33]. (4) Given the reactants C[O:2][C:3]([CH:5]1[CH2:8][N:7]([CH2:9][C:10]2[CH:15]=[CH:14][C:13]([O:16][CH2:17][CH2:18][CH:19]3[CH2:24][CH2:23][CH:22]4[CH2:25][CH:20]3[C:21]4([CH3:27])[CH3:26])=[CH:12][CH:11]=2)[CH2:6]1)=[O:4].COC(C1CN(CC2C=CC(OCC3C4C=C(Cl)C=CC=4OC=3)=CC=2)C1)=O, predict the reaction product. The product is: [CH3:26][C:21]1([CH3:27])[CH:20]2[CH2:25][CH:22]1[CH2:23][CH2:24][CH:19]2[CH2:18][CH2:17][O:16][C:13]1[CH:12]=[CH:11][C:10]([CH2:9][N:7]2[CH2:6][CH:5]([C:3]([OH:4])=[O:2])[CH2:8]2)=[CH:15][CH:14]=1.